The task is: Predict the reactants needed to synthesize the given product.. This data is from Full USPTO retrosynthesis dataset with 1.9M reactions from patents (1976-2016). (1) Given the product [Cl:17][C:18]1[CH:23]=[CH:22][C:21]([NH:24][C:25](=[O:32])[CH2:26][S:27][CH2:28][C:29](=[O:30])[NH:16][C:11]2[CH:10]=[C:9]([C:4]3[CH:3]=[C:2]([CH3:1])[CH:7]=[C:6]([CH3:8])[CH:5]=3)[CH:14]=[CH:13][C:12]=2[CH3:15])=[C:20]([CH:19]=1)[C:33]([OH:35])=[O:34], predict the reactants needed to synthesize it. The reactants are: [CH3:1][C:2]1[CH:3]=[C:4]([C:9]2[CH:14]=[CH:13][C:12]([CH3:15])=[C:11]([NH2:16])[CH:10]=2)[CH:5]=[C:6]([CH3:8])[CH:7]=1.[Cl:17][C:18]1[CH:23]=[CH:22][C:21]([NH:24][C:25](=[O:32])[CH2:26][S:27][CH2:28][C:29](O)=[O:30])=[C:20]([C:33]([O:35]C)=[O:34])[CH:19]=1. (2) Given the product [F:33][C:34]([F:36])([F:35])[CH:27]([C:26]1[CH:29]=[CH:30][CH:31]=[CH:32][C:25]=1[C:23]1[CH:24]=[N:19][CH:20]=[N:21][CH:22]=1)[OH:28], predict the reactants needed to synthesize it. The reactants are: [F-].C([N+](CCCC)(CCCC)CCCC)CCC.[N:19]1[CH:24]=[C:23]([C:25]2[CH:32]=[CH:31][CH:30]=[CH:29][C:26]=2[CH:27]=[O:28])[CH:22]=[N:21][CH:20]=1.[F:33][C:34]([Si](C)(C)C)([F:36])[F:35].Cl. (3) Given the product [CH3:37][C:2]1([CH3:1])[CH2:11][CH:10]=[C:9]([S:12][C:13]2[CH:18]=[CH:17][CH:16]=[CH:15][CH:14]=2)[C:8]2[CH:7]=[C:6]([C:19]([O:21][C:22]3[CH:23]=[CH:24][C:25]([C:26]([O:28][CH2:29][CH3:30])=[O:27])=[CH:35][CH:36]=3)=[O:20])[CH:5]=[CH:4][C:3]1=2, predict the reactants needed to synthesize it. The reactants are: [CH3:1][C:2]1([CH3:37])[CH2:11][CH:10]=[C:9]([S:12][C:13]2[CH:18]=[CH:17][CH:16]=[CH:15][CH:14]=2)[C:8]2[CH:7]=[C:6]([C:19]([O:21][C:22]3[CH:36]=[CH:35][C:25]([C:26]([O:28][CH2:29][CH2:30][Si](C)(C)C)=[O:27])=[CH:24][CH:23]=3)=[O:20])[CH:5]=[CH:4][C:3]1=2.[F-].C([N+](CCCC)(CCCC)CCCC)CCC.CCOC(C)=O.